This data is from Full USPTO retrosynthesis dataset with 1.9M reactions from patents (1976-2016). The task is: Predict the reactants needed to synthesize the given product. Given the product [CH3:6][C:7]1[O:8][C:9]([CH2:12][C:13]2[CH:18]=[CH:17][CH:16]=[CH:15][CH:14]=2)=[CH:10][CH:11]=1, predict the reactants needed to synthesize it. The reactants are: [Li]CCCC.[CH3:6][C:7]1[O:8][CH:9]=[CH:10][CH:11]=1.[CH2:12](Br)[C:13]1[CH:18]=[CH:17][CH:16]=[CH:15][CH:14]=1.[O-2].[Al+3].[O-2].[O-2].[Al+3].[NH4+].[Cl-].